Dataset: Reaction yield outcomes from USPTO patents with 853,638 reactions. Task: Predict the reaction yield, written as a fraction of the theoretical maximum amount of product (1.0 means a 100% yield; for example, 0.34 means a 34% yield). (1) The reactants are I[C:2]1[C:10]2[C:5](=[N:6][CH:7]=[C:8]([C:11]3[CH:12]=[C:13]([NH:17][C:18](=[O:24])[O:19][C:20]([CH3:23])([CH3:22])[CH3:21])[CH:14]=[CH:15][CH:16]=3)[CH:9]=2)[N:4]([S:25]([C:28]2[CH:34]=[CH:33][C:31]([CH3:32])=[CH:30][CH:29]=2)(=[O:27])=[O:26])[CH:3]=1.[CH3:35][O:36][C:37]1[CH:42]=[C:41](B(O)O)[CH:40]=[CH:39][N:38]=1.C(=O)([O-])[O-].[K+].[K+]. The catalyst is O1CCOCC1.O.C1C=CC(P(C2C=CC=CC=2)[C-]2C=CC=C2)=CC=1.C1C=CC(P(C2C=CC=CC=2)[C-]2C=CC=C2)=CC=1.Cl[Pd]Cl.[Fe+2]. The product is [CH3:35][O:36][C:37]1[CH:42]=[C:41]([C:2]2[C:10]3[C:5](=[N:6][CH:7]=[C:8]([C:11]4[CH:12]=[C:13]([NH:17][C:18](=[O:24])[O:19][C:20]([CH3:23])([CH3:22])[CH3:21])[CH:14]=[CH:15][CH:16]=4)[CH:9]=3)[N:4]([S:25]([C:28]3[CH:34]=[CH:33][C:31]([CH3:32])=[CH:30][CH:29]=3)(=[O:27])=[O:26])[CH:3]=2)[CH:40]=[CH:39][N:38]=1. The yield is 0.530. (2) The reactants are [NH2:1][C:2]1[C:10]2[C:5](=[N:6][CH:7]=[CH:8][CH:9]=2)[Se:4][C:3]=1[C:11]#[N:12].C([OH:15])C. The catalyst is [OH-].[Na+]. The product is [NH2:1][C:2]1[C:10]2[C:5](=[N:6][CH:7]=[CH:8][CH:9]=2)[Se:4][C:3]=1[C:11]([NH2:12])=[O:15]. The yield is 0.500. (3) The reactants are Br[C:2]1[CH:3]=[CH:4][C:5]2[O:14][CH2:13][CH2:12][C:11]3[CH:10]=[C:9]([C:15]4[N:19]([C:20]5[CH:25]=[CH:24][C:23]([F:26])=[CH:22][C:21]=5[Cl:27])[CH:18]=[N:17][N:16]=4)[S:8][C:7]=3[C:6]=2[CH:28]=1.[CH2:29]([N:33]1C=CN=C1)CCC. The catalyst is [C-]#N.[C-]#N.[C-]#N.[C-]#N.[C-]#N.[C-]#N.[K+].[K+].[K+].[K+].[Fe+2].[Cu]I.C1(C)C=CC=CC=1. The product is [Cl:27][C:21]1[CH:22]=[C:23]([F:26])[CH:24]=[CH:25][C:20]=1[N:19]1[CH:18]=[N:17][N:16]=[C:15]1[C:9]1[S:8][C:7]2[C:6]3[CH:28]=[C:2]([C:29]#[N:33])[CH:3]=[CH:4][C:5]=3[O:14][CH2:13][CH2:12][C:11]=2[CH:10]=1. The yield is 0.300. (4) The reactants are [Si]([O:18][CH:19]1[CH2:23][CH2:22][N:21]([C:24]2[CH:29]=[CH:28][CH:27]=[CH:26][C:25]=2[S:30]([NH:33][C:34]2[S:35][CH:36]=[CH:37][N:38]=2)(=[O:32])=[O:31])[C:20]1=[O:39])(C(C)(C)C)(C1C=CC=CC=1)C1C=CC=CC=1.[F-].C([N+](CCCC)(CCCC)CCCC)CCC.O. The catalyst is C1COCC1. The product is [OH:18][CH:19]1[CH2:23][CH2:22][N:21]([C:24]2[CH:29]=[CH:28][CH:27]=[CH:26][C:25]=2[S:30]([NH:33][C:34]2[S:35][CH:36]=[CH:37][N:38]=2)(=[O:31])=[O:32])[C:20]1=[O:39]. The yield is 0.760. (5) The reactants are [CH2:1]([NH:4][CH2:5][C:6]1[CH:7]=[CH:8][CH:9]=[C:10]2[C:14]=1[NH:13][CH:12]=[CH:11]2)[CH:2]=[CH2:3].[C:15](O[C:15]([O:17][C:18]([CH3:21])([CH3:20])[CH3:19])=[O:16])([O:17][C:18]([CH3:21])([CH3:20])[CH3:19])=[O:16]. The catalyst is O1CCCC1.C(OCC)(=O)C. The product is [C:18]([O:17][C:15]([N:4]([CH2:1][CH:2]=[CH2:3])[CH2:5][C:6]1[CH:7]=[CH:8][CH:9]=[C:10]2[C:14]=1[NH:13][CH:12]=[CH:11]2)=[O:16])([CH3:21])([CH3:20])[CH3:19]. The yield is 1.00. (6) The reactants are C(O[C:4]1[CH2:8][CH2:7][C:6](=[O:9])[CH:5]=1)C.[CH2:10]([Mg]Cl)[C:11]1[CH:16]=[CH:15][CH:14]=[CH:13][CH:12]=1.OS(O)(=O)=O. The catalyst is C1COCC1. The product is [CH2:10]([C:4]1[CH2:8][CH2:7][C:6](=[O:9])[CH:5]=1)[C:11]1[CH:16]=[CH:15][CH:14]=[CH:13][CH:12]=1. The yield is 0.350.